Dataset: Full USPTO retrosynthesis dataset with 1.9M reactions from patents (1976-2016). Task: Predict the reactants needed to synthesize the given product. (1) The reactants are: C([O:8][C:9]1[CH:10]=[C:11]2[C:16](=[CH:17][CH:18]=1)[C:15]([C:19]([O:21][CH3:22])=[O:20])=[CH:14][CH:13]=[C:12]2[N:23](CC1C=CC=CC=1)CC1C=CC=CC=1)C1C=CC=CC=1. Given the product [CH3:22][O:21][C:19]([C:15]1[C:16]2[C:11](=[CH:10][C:9]([OH:8])=[CH:18][CH:17]=2)[C:12]([NH2:23])=[CH:13][CH:14]=1)=[O:20], predict the reactants needed to synthesize it. (2) Given the product [O:6]=[C:5]([N:30]1[CH2:31][CH2:32][C:33]2[N:34]=[C:26]([C:23]3[CH:22]=[CH:21][C:20]([O:19][C@H:17]4[CH2:16][C@H:15]([N:9]5[CH2:14][CH2:13][CH2:12][CH2:11][CH2:10]5)[CH2:18]4)=[CH:25][CH:24]=3)[S:27][C:28]=2[CH2:29]1)[CH2:4][C:3]([O:2][CH3:1])=[O:8], predict the reactants needed to synthesize it. The reactants are: [CH3:1][O:2][C:3](=[O:8])[CH2:4][C:5](Cl)=[O:6].[N:9]1([C@H:15]2[CH2:18][C@H:17]([O:19][C:20]3[CH:25]=[CH:24][C:23]([C:26]4[S:27][C:28]5[CH2:29][NH:30][CH2:31][CH2:32][C:33]=5[N:34]=4)=[CH:22][CH:21]=3)[CH2:16]2)[CH2:14][CH2:13][CH2:12][CH2:11][CH2:10]1.C(N(CC)CC)C. (3) Given the product [Cl:7][C:8]1[CH:13]=[CH:12][CH:11]=[CH:10][C:9]=1[CH:14]([CH2:15][OH:1])[C:6]#[N:3], predict the reactants needed to synthesize it. The reactants are: [OH-:1].C[N+:3]([CH3:6])(C)C.[Cl:7][C:8]1[CH:13]=[CH:12][CH:11]=[CH:10][C:9]=1[CH2:14][C:15]#N.C=O. (4) Given the product [F:1][C:2]1[C:7]([F:8])=[CH:6][CH:5]=[CH:4][C:3]=1[CH2:9][CH2:10][C:11]1[N:16]([CH2:17][C:18]([OH:20])=[O:19])[C:15]2[CH:23]=[CH:24][S:25][C:14]=2[C:13](=[O:26])[N:12]=1, predict the reactants needed to synthesize it. The reactants are: [F:1][C:2]1[C:7]([F:8])=[CH:6][CH:5]=[CH:4][C:3]=1[CH2:9][CH2:10][C:11]1[N:16]([CH2:17][C:18]([O:20]CC)=[O:19])[C:15]2[CH:23]=[CH:24][S:25][C:14]=2[C:13](=[O:26])[N:12]=1.[OH-].[Na+].